From a dataset of Blood-brain barrier penetration binary classification data from Martins et al.. Regression/Classification. Given a drug SMILES string, predict its absorption, distribution, metabolism, or excretion properties. Task type varies by dataset: regression for continuous measurements (e.g., permeability, clearance, half-life) or binary classification for categorical outcomes (e.g., BBB penetration, CYP inhibition). Dataset: bbb_martins. (1) The drug is COc1ccccc1N1CCN(CCc2oc(=O)[nH]c2-c2ccc(F)cc2)CC1. The result is 1 (penetrates BBB). (2) The compound is CN(C)CC/C=C1/c2ccccc2COc2ccccc21.[Cl-].[H+]. The result is 1 (penetrates BBB).